This data is from Reaction yield outcomes from USPTO patents with 853,638 reactions. The task is: Predict the reaction yield, written as a fraction of the theoretical maximum amount of product (1.0 means a 100% yield; for example, 0.34 means a 34% yield). (1) The reactants are [C:1]([NH:7][C:8]1[CH:17]=[CH:16][C:15]([I:18])=[CH:14][C:9]=1[C:10]([O:12]C)=O)(=[O:6])[CH2:2][C:3]([CH3:5])=[O:4].O(C)[Na]. The catalyst is CO.Cl. The product is [C:3]([C:2]1[C:1](=[O:6])[NH:7][C:8]2[C:9]([C:10]=1[OH:12])=[CH:14][C:15]([I:18])=[CH:16][CH:17]=2)(=[O:4])[CH3:5]. The yield is 0.910. (2) The reactants are Cl[C:2]1[N:7]=[C:6]([C:8]2[S:12][C:11]([N:13]([CH3:15])[CH3:14])=[N:10][C:9]=2[C:16]2[CH:17]=[CH:18][C:19]([F:34])=[C:20]([NH:22][S:23]([C:26]3[C:31]([F:32])=[CH:30][CH:29]=[CH:28][C:27]=3[F:33])(=[O:25])=[O:24])[CH:21]=2)[CH:5]=[CH:4][N:3]=1.[N:35]1([C:41]2[N:46]=[CH:45][C:44]([NH2:47])=[CH:43][CH:42]=2)[CH2:40][CH2:39][O:38][CH2:37][CH2:36]1.Cl.O1CCOCC1. The catalyst is FC(F)(F)CO. The product is [CH3:14][N:13]([CH3:15])[C:11]1[S:12][C:8]([C:6]2[CH:5]=[CH:4][N:3]=[C:2]([NH:47][C:44]3[CH:45]=[N:46][C:41]([N:35]4[CH2:36][CH2:37][O:38][CH2:39][CH2:40]4)=[CH:42][CH:43]=3)[N:7]=2)=[C:9]([C:16]2[CH:17]=[CH:18][C:19]([F:34])=[C:20]([NH:22][S:23]([C:26]3[C:31]([F:32])=[CH:30][CH:29]=[CH:28][C:27]=3[F:33])(=[O:25])=[O:24])[CH:21]=2)[N:10]=1. The yield is 0.410. (3) The reactants are C([C:5]1[CH:10]=[C:9](C)[CH:8]=[C:7]([C:12]([CH3:15])(C)C)[C:6]=1O)(C)(C)C.BrC1C=CC([CH:22]=[O:23])=CC=1.C([Sn](CCCC)(CCCC)C=C)CCC.F.[NH+]1C=CC=CC=1. The catalyst is C1(C)C=CC=CC=1.O1CCCC1.C(OCC)C.[Pd].C1(P(C2C=CC=CC=2)C2C=CC=CC=2)C=CC=CC=1.C1(P(C2C=CC=CC=2)C2C=CC=CC=2)C=CC=CC=1.C1(P(C2C=CC=CC=2)C2C=CC=CC=2)C=CC=CC=1.C1(P(C2C=CC=CC=2)C2C=CC=CC=2)C=CC=CC=1.N1C=CC=CC=1. The product is [CH:12]([C:7]1[CH:6]=[CH:5][C:10]([CH:22]=[O:23])=[CH:9][CH:8]=1)=[CH2:15]. The yield is 0.813. (4) The reactants are [NH2:1][C:2]1[C:11]2[C:6](=[C:7]([C:12]3[CH:13]=[C:14]([CH:18]=[CH:19][CH:20]=3)[C:15]([OH:17])=O)[CH:8]=[CH:9][CH:10]=2)[N:5]=[N:4][C:3]=1[C:21](=[O:26])[NH:22][CH2:23][CH2:24][CH3:25].[NH:27]1[CH2:30][CH2:29][CH2:28]1.CN1CCOCC1.ON1C2C=CC=CC=2N=N1. The catalyst is CN(C=O)C.O. The product is [NH2:1][C:2]1[C:11]2[C:6](=[C:7]([C:12]3[CH:20]=[CH:19][CH:18]=[C:14]([C:15]([N:27]4[CH2:30][CH2:29][CH2:28]4)=[O:17])[CH:13]=3)[CH:8]=[CH:9][CH:10]=2)[N:5]=[N:4][C:3]=1[C:21]([NH:22][CH2:23][CH2:24][CH3:25])=[O:26]. The yield is 0.820. (5) The reactants are [CH3:1][N:2]([CH3:11])[C:3]1[CH:10]=[CH:9][C:6]([CH:7]=O)=[CH:5][CH:4]=1.[C:12]1([CH2:18][C:19]([NH2:21])=[O:20])[CH:17]=[CH:16][CH:15]=[CH:14][CH:13]=1.C[Si](Cl)(C)C. The catalyst is ClCCCl. The product is [CH3:1][N:2]([CH3:11])[C:3]1[CH:10]=[CH:9][C:6]([CH:7]([NH:21][C:19](=[O:20])[CH2:18][C:12]2[CH:17]=[CH:16][CH:15]=[CH:14][CH:13]=2)[NH:21][C:19](=[O:20])[CH2:18][C:12]2[CH:17]=[CH:16][CH:15]=[CH:14][CH:13]=2)=[CH:5][CH:4]=1. The yield is 0.350. (6) The reactants are [CH3:1][O:2][C:3]1[CH:4]=[C:5]2[C:10](=[CH:11][C:12]=1[O:13][CH3:14])[N:9]=[CH:8][CH:7]=[C:6]2[O:15][C:16]1[CH:22]=[CH:21][C:19]([NH2:20])=[CH:18][CH:17]=1.Cl[C:24](Cl)([O:26][C:27](=[O:33])OC(Cl)(Cl)Cl)Cl.[C:35]([C:39]1[CH:44]=[CH:43]C(O)=[CH:41][CH:40]=1)([CH3:38])([CH3:37])[CH3:36].C(=O)(O)[O-].[Na+]. The catalyst is C(Cl)Cl.C(N(CC)CC)C.C1(C)C=CC=CC=1. The product is [CH3:1][O:2][C:3]1[CH:4]=[C:5]2[C:10](=[CH:11][C:12]=1[O:13][CH3:14])[N:9]=[CH:8][CH:7]=[C:6]2[O:15][C:16]1[CH:22]=[CH:21][C:19]([NH:20][C:27](=[O:33])[O:26][C:24]2[CH:43]=[CH:44][C:39]([C:35]([CH3:38])([CH3:37])[CH3:36])=[CH:40][CH:41]=2)=[CH:18][CH:17]=1. The yield is 0.870. (7) The reactants are [Mg].Br[C:3]1[CH:8]=[CH:7][CH:6]=[CH:5][C:4]=1[O:9][CH3:10].[C:11]1(=[O:21])[O:16][C:14](=[O:15])[C:13]2=[CH:17][CH:18]=[CH:19][CH:20]=[C:12]12.[Cl-].[NH4+]. The catalyst is O1CCCC1. The product is [CH3:10][O:9][C:4]1[CH:5]=[CH:6][CH:7]=[CH:8][C:3]=1[C:11]([C:12]1[CH:20]=[CH:19][CH:18]=[CH:17][C:13]=1[C:14]([OH:16])=[O:15])=[O:21]. The yield is 0.900.